From a dataset of Full USPTO retrosynthesis dataset with 1.9M reactions from patents (1976-2016). Predict the reactants needed to synthesize the given product. (1) Given the product [N+:13]([C:4]1[CH:5]=[C:6]([C:9]([F:12])([F:11])[F:10])[CH:7]=[CH:8][C:3]=1[CH2:2][NH:16][CH2:17][CH2:18][OH:19])([O-:15])=[O:14], predict the reactants needed to synthesize it. The reactants are: Cl[CH2:2][C:3]1[CH:8]=[CH:7][C:6]([C:9]([F:12])([F:11])[F:10])=[CH:5][C:4]=1[N+:13]([O-:15])=[O:14].[NH2:16][CH2:17][CH2:18][OH:19]. (2) Given the product [C:1]([O:5][C@@H:6]([C:11]1[C:12]([C:30]2[CH:31]=[CH:32][C:27]([Cl:26])=[CH:28][C:29]=2[F:36])=[C:13]2[C:20]3[CH2:21][CH2:22][CH2:23][CH2:24][C:19]=3[S:18][C:14]2=[N:15][C:16]=1[CH3:17])[C:7]([O:9][CH3:10])=[O:8])([CH3:4])([CH3:3])[CH3:2], predict the reactants needed to synthesize it. The reactants are: [C:1]([O:5][C@@H:6]([C:11]1[C:12](I)=[C:13]2[C:20]3[CH2:21][CH2:22][CH2:23][CH2:24][C:19]=3[S:18][C:14]2=[N:15][C:16]=1[CH3:17])[C:7]([O:9][CH3:10])=[O:8])([CH3:4])([CH3:3])[CH3:2].[Cl:26][C:27]1[CH:32]=[CH:31][C:30](B(O)O)=[C:29]([F:36])[CH:28]=1. (3) Given the product [F:12][C:13]1[C:14]([C:19]2([CH2:23][NH:24][C:2]3[N:7]=[N:6][C:5]([C:8]([O:10][CH3:11])=[O:9])=[CH:4][CH:3]=3)[CH2:22][CH2:21][CH2:20]2)=[N:15][CH:16]=[CH:17][CH:18]=1, predict the reactants needed to synthesize it. The reactants are: Cl[C:2]1[N:7]=[N:6][C:5]([C:8]([O:10][CH3:11])=[O:9])=[CH:4][CH:3]=1.[F:12][C:13]1[C:14]([C:19]2([CH2:23][NH2:24])[CH2:22][CH2:21][CH2:20]2)=[N:15][CH:16]=[CH:17][CH:18]=1.CCN(C(C)C)C(C)C.CN1C(=O)CCC1. (4) Given the product [O:12]1[CH2:13][CH2:14][CH2:15][CH2:16][CH:11]1[N:7]1[C:8]2[C:4](=[CH:3][C:2]([B:26]3[O:30][C:29]([CH3:32])([CH3:31])[C:28]([CH3:34])([CH3:33])[O:27]3)=[CH:10][CH:9]=2)[C:5]([C:17]([F:20])([F:19])[F:18])=[N:6]1, predict the reactants needed to synthesize it. The reactants are: Br[C:2]1[CH:3]=[C:4]2[C:8](=[CH:9][CH:10]=1)[N:7]([CH:11]1[CH2:16][CH2:15][CH2:14][CH2:13][O:12]1)[N:6]=[C:5]2[C:17]([F:20])([F:19])[F:18].C([O-])(=O)C.[K+].[B:26]1([B:26]2[O:30][C:29]([CH3:32])([CH3:31])[C:28]([CH3:34])([CH3:33])[O:27]2)[O:30][C:29]([CH3:32])([CH3:31])[C:28]([CH3:34])([CH3:33])[O:27]1. (5) Given the product [CH3:30][N:31]([CH3:32])[CH2:3][C:2]([N:6]1[CH:10]=[C:9]([NH:11][C:12](=[O:29])[CH:13]([NH:17][C:18](=[O:28])[CH2:19][C:20]2[CH:21]=[C:22]([F:27])[CH:23]=[C:24]([F:26])[CH:25]=2)[CH2:14][CH2:15][CH3:16])[N:8]=[CH:7]1)([CH3:1])[CH3:5], predict the reactants needed to synthesize it. The reactants are: [CH3:1][C:2]([N:6]1[CH:10]=[C:9]([NH:11][C:12](=[O:29])[CH:13]([NH:17][C:18](=[O:28])[CH2:19][C:20]2[CH:25]=[C:24]([F:26])[CH:23]=[C:22]([F:27])[CH:21]=2)[CH2:14][CH2:15][CH3:16])[N:8]=[CH:7]1)([CH3:5])[CH:3]=O.[CH3:30][NH:31][CH3:32]. (6) The reactants are: [C:1]([CH2:3][C:4]([O:6][CH2:7][CH3:8])=[O:5])#[N:2].Br.Br[CH:11]1[CH2:20][CH2:19][C:18]2[CH:17]=[N:16][CH:15]=[CH:14][C:13]=2[C:12]1=[O:21].CCN(C(C)C)C(C)C. Given the product [CH2:7]([O:6][C:4](=[O:5])[CH:3]([C:1]#[N:2])[CH:11]1[CH2:20][CH2:19][C:18]2[CH:17]=[N:16][CH:15]=[CH:14][C:13]=2[C:12]1=[O:21])[CH3:8], predict the reactants needed to synthesize it.